From a dataset of Reaction yield outcomes from USPTO patents with 853,638 reactions. Predict the reaction yield, written as a fraction of the theoretical maximum amount of product (1.0 means a 100% yield; for example, 0.34 means a 34% yield). (1) The reactants are C1([NH:7][C:8]([C:10]2[C:11](=[O:22])[N:12]([CH3:21])[C:13]3[C:18]([C:19]=2O)=[CH:17][CH:16]=[CH:15][CH:14]=3)=O)CCCCC1.P(Cl)(Cl)([Cl:25])=O. No catalyst specified. The product is [Cl:25][C:19]1[C:18]2[C:13](=[CH:14][CH:15]=[CH:16][CH:17]=2)[N:12]([CH3:21])[C:11](=[O:22])[C:10]=1[C:8]#[N:7]. The yield is 0.820. (2) The reactants are [CH:1]([N:4]([CH:7]([CH3:9])C)CC)([CH3:3])C.[C:10](=[O:13])([O-:12])[O-].[Cs+].[Cs+].[C:16]([O:20][C:21](=[O:24])[CH2:22]Br)([CH3:19])([CH3:18])[CH3:17].[CH3:25]N(C)C=O. The catalyst is [Cl-].[Na+].O. The product is [CH3:25][O:12][C:10]([CH:9]1[CH2:3][CH2:1][N:4]([CH2:22][C:21]([O:20][C:16]([CH3:19])([CH3:18])[CH3:17])=[O:24])[CH2:7]1)=[O:13]. The yield is 0.970. (3) The reactants are [CH2:1]([O:3][C:4]([C:6]1[CH:7]=[N:8][NH:9][CH:10]=1)=[O:5])[CH3:2].C([O-])([O-])=O.[K+].[K+].[F:17][CH2:18][CH2:19]Br. The catalyst is CC#N. The product is [CH2:1]([O:3][C:4]([C:6]1[CH:7]=[N:8][N:9]([CH2:19][CH2:18][F:17])[CH:10]=1)=[O:5])[CH3:2]. The yield is 0.700. (4) The reactants are [CH3:1][N:2](C)[CH2:3][CH2:4][N:5]([CH3:29])[CH2:6][CH2:7][N:8]1[C:16]2[C:11](=[CH:12][C:13]([O:17][CH3:18])=[CH:14][CH:15]=2)[C:10]([CH:19]=[O:20])=[C:9]1[C:21]1[C:22]([CH3:28])=[N:23][N:24]([CH3:27])[C:25]=1[CH3:26].N1CCNCC1. No catalyst specified. The product is [CH3:18][O:17][C:13]1[CH:12]=[C:11]2[C:16](=[CH:15][CH:14]=1)[N:8]([CH2:7][CH2:6][N:5]1[CH2:4][CH2:3][NH:2][CH2:1][CH2:29]1)[C:9]([C:21]1[C:22]([CH3:28])=[N:23][N:24]([CH3:27])[C:25]=1[CH3:26])=[C:10]2[CH:19]=[O:20]. The yield is 0.830. (5) The reactants are [CH3:1][O:2][C:3]1[CH:8]=[CH:7][C:6]([C:9](=[O:23])[CH2:10][NH:11][C:12](=O)[CH2:13][CH2:14][CH2:15][CH2:16][CH2:17][C:18]([O:20][CH3:21])=[O:19])=[CH:5][CH:4]=1.O=P12OP3(OP(OP(O3)(O1)=O)(=O)O2)=O. The catalyst is C(Cl)(Cl)Cl. The product is [CH3:1][O:2][C:3]1[CH:4]=[CH:5][C:6]([C:9]2[O:23][C:12]([CH2:13][CH2:14][CH2:15][CH2:16][CH2:17][C:18]([O:20][CH3:21])=[O:19])=[N:11][CH:10]=2)=[CH:7][CH:8]=1. The yield is 0.680. (6) The reactants are [O:1]1[CH:5]=[N:4][N:3]=[C:2]1[C:6]1[NH:18][C:17]2[C:16]3[N:15]=[C:14]([C:19]([F:22])([F:21])[F:20])[CH:13]=[C:12]([C:23]([F:26])([F:25])[F:24])[C:11]=3[CH:10]=[CH:9][C:8]=2[CH:7]=1.C(=O)([O-])[O-].[K+].[K+].[CH2:33](Br)[C:34]1[CH:39]=[CH:38][CH:37]=[CH:36][CH:35]=1.C(OCC)(=O)C. The catalyst is CN(C=O)C. The product is [CH2:33]([N:18]1[C:17]2[C:16]3[N:15]=[C:14]([C:19]([F:20])([F:21])[F:22])[CH:13]=[C:12]([C:23]([F:26])([F:24])[F:25])[C:11]=3[CH:10]=[CH:9][C:8]=2[CH:7]=[C:6]1[C:2]1[O:1][CH:5]=[N:4][N:3]=1)[C:34]1[CH:39]=[CH:38][CH:37]=[CH:36][CH:35]=1. The yield is 0.790. (7) The reactants are Cl.C(OC(=O)[NH:8][CH:9]1[CH2:14][CH2:13][CH:12]([N:15]2[C:20](=[O:21])[C:19]3[CH:22]=[C:23]([F:26])[CH:24]=[N:25][C:18]=3[N:17]([C:27]3[CH:28]=[C:29]([C:33]4[CH:38]=[CH:37][CH:36]=[CH:35][CH:34]=4)[CH:30]=[CH:31][CH:32]=3)[C:16]2=[O:39])[CH2:11][CH2:10]1)(C)(C)C. The catalyst is O1CCOCC1. The product is [NH2:8][C@@H:9]1[CH2:14][CH2:13][C@H:12]([N:15]2[C:20](=[O:21])[C:19]3[CH:22]=[C:23]([F:26])[CH:24]=[N:25][C:18]=3[N:17]([C:27]3[CH:28]=[C:29]([C:33]4[CH:38]=[CH:37][CH:36]=[CH:35][CH:34]=4)[CH:30]=[CH:31][CH:32]=3)[C:16]2=[O:39])[CH2:11][CH2:10]1. The yield is 0.900. (8) The reactants are [CH2:1]([NH:3][C:4]1[C:5]([O:14][CH3:15])=[C:6]([CH:11]=[CH:12][CH:13]=1)[C:7]([O:9][CH3:10])=[O:8])[CH3:2].C(N(CC)CC)C.[C:23]([C:25]1[CH:33]=[CH:32][C:28]([C:29](Cl)=[O:30])=[CH:27][CH:26]=1)#[N:24]. The catalyst is ClCCl. The product is [C:23]([C:25]1[CH:33]=[CH:32][C:28]([C:29]([N:3]([CH2:1][CH3:2])[C:4]2[C:5]([O:14][CH3:15])=[C:6]([CH:11]=[CH:12][CH:13]=2)[C:7]([O:9][CH3:10])=[O:8])=[O:30])=[CH:27][CH:26]=1)#[N:24]. The yield is 0.810. (9) The reactants are [CH3:1][O:2][C:3]1[CH:8]=[CH:7][C:6]([C:9]2([CH2:14][CH2:15][C:16]3[NH:20][N:19]=[C:18]([C:21]4[CH:26]=[CH:25][N:24]=[CH:23][CH:22]=4)[N:17]=3)OCC[O:10]2)=[CH:5][CH:4]=1.CCO.Cl. The catalyst is C(Cl)Cl.CO. The product is [CH3:1][O:2][C:3]1[CH:8]=[CH:7][C:6]([C:9](=[O:10])[CH2:14][CH2:15][C:16]2[NH:20][N:19]=[C:18]([C:21]3[CH:22]=[CH:23][N:24]=[CH:25][CH:26]=3)[N:17]=2)=[CH:5][CH:4]=1. The yield is 0.910. (10) The reactants are [N-:1]=[N+:2]=[N-:3].[Na+].[Cl-].[NH4+].[C:7]1([C:23]2[CH:28]=[CH:27][CH:26]=[CH:25][CH:24]=2)[CH:12]=[CH:11][C:10]([O:13][CH2:14][C:15]2[CH:16]=[C:17]([CH:20]=[CH:21][CH:22]=2)[C:18]#[N:19])=[CH:9][CH:8]=1.Cl. The catalyst is CN(C)C=O. The product is [C:7]1([C:23]2[CH:24]=[CH:25][CH:26]=[CH:27][CH:28]=2)[CH:12]=[CH:11][C:10]([O:13][CH2:14][C:15]2[CH:16]=[C:17]([C:18]3[NH:19][N:3]=[N:2][N:1]=3)[CH:20]=[CH:21][CH:22]=2)=[CH:9][CH:8]=1. The yield is 0.700.